Dataset: Forward reaction prediction with 1.9M reactions from USPTO patents (1976-2016). Task: Predict the product of the given reaction. (1) Given the reactants [CH2:1]([N:3]([CH2:27][CH3:28])[C:4]1[N:5]=[C:6]([NH:22][CH2:23][CH:24]2[CH2:26][CH2:25]2)[C:7]2[N:13]=[C:12]([NH:14][CH2:15][CH3:16])[N:11]=[C:10]([NH:17][CH2:18][CH:19]3[CH2:21][CH2:20]3)[C:8]=2[N:9]=1)[CH3:2].Cl.C(OCC)C.Cl.[Cl:36]C1N=C(NCCC)C2N=C(NC)N=C(NCCC)C=2N=1, predict the reaction product. The product is: [ClH:36].[CH2:27]([N:3]([CH2:1][CH3:2])[C:4]1[N:5]=[C:6]([NH:22][CH2:23][CH:24]2[CH2:25][CH2:26]2)[C:7]2[N:13]=[C:12]([NH:14][CH2:15][CH3:16])[N:11]=[C:10]([NH:17][CH2:18][CH:19]3[CH2:20][CH2:21]3)[C:8]=2[N:9]=1)[CH3:28]. (2) The product is: [F:23][C:21]1[CH:20]=[C:19]([F:24])[CH:18]=[C:17]2[C:22]=1[C:13]([NH:45][C:44]1[CH:43]=[C:42]([N:46]3[CH2:47][CH2:48][O:49][CH2:50][CH2:51]3)[N:41]=[CH:40][C:39]=1[C:35]1[CH:36]=[N:37][CH:38]=[C:33]([O:32][CH3:31])[CH:34]=1)=[C:14]([CH3:30])[C:15]([N:25]1[CH2:28][CH2:27][C:26]1=[O:29])=[N:16]2. Given the reactants C(=O)([O-])[O-].[K+].[K+].C(O)(C)(C)C.Cl[C:13]1[C:22]2[C:17](=[CH:18][C:19]([F:24])=[CH:20][C:21]=2[F:23])[N:16]=[C:15]([N:25]2[CH2:28][CH2:27][C:26]2=[O:29])[C:14]=1[CH3:30].[CH3:31][O:32][C:33]1[CH:34]=[C:35]([C:39]2[CH:40]=[N:41][C:42]([N:46]3[CH2:51][CH2:50][O:49][CH2:48][CH2:47]3)=[CH:43][C:44]=2[NH2:45])[CH:36]=[N:37][CH:38]=1, predict the reaction product. (3) Given the reactants [NH:1]1[C:10]2[C:5](=[CH:6][CH:7]=[C:8]([OH:11])[CH:9]=2)[CH2:4][CH2:3][CH2:2]1.[C:12]([O:16][C:17](O[C:17]([O:16][C:12]([CH3:15])([CH3:14])[CH3:13])=[O:18])=[O:18])([CH3:15])([CH3:14])[CH3:13].C(N(CC)CC)C.C(O)(=O)CC(CC(O)=O)(C(O)=O)O.[OH-].[Na+], predict the reaction product. The product is: [C:12]([O:16][C:17]([N:1]1[C:10]2[C:5](=[CH:6][CH:7]=[C:8]([OH:11])[CH:9]=2)[CH2:4][CH2:3][CH2:2]1)=[O:18])([CH3:15])([CH3:14])[CH3:13]. (4) Given the reactants ClC1C=CC=CC=1C[N:9]1[C:21]2[C:20]3[CH:19]=[C:18]([O:22][CH3:23])[C:17]([C:24]4[C:25]([CH3:30])=[N:26][O:27][C:28]=4[CH3:29])=[CH:16][C:15]=3[N:14]=[CH:13][C:12]=2[O:11][C:10]1=[O:31].Br[CH2:33][C:34]1[O:35][C:36]([C:39]([F:42])([F:41])[F:40])=[CH:37][CH:38]=1, predict the reaction product. The product is: [CH3:30][C:25]1[C:24]([C:17]2[C:18]([O:22][CH3:23])=[CH:19][C:20]3[C:21]4[N:9]([CH2:33][C:34]5[O:35][C:36]([C:39]([F:42])([F:41])[F:40])=[CH:37][CH:38]=5)[C:10](=[O:31])[O:11][C:12]=4[CH:13]=[N:14][C:15]=3[CH:16]=2)=[C:28]([CH3:29])[O:27][N:26]=1. (5) Given the reactants [C:1](=[O:36])([O:9][CH:10]([N:12]1[C:16]2[CH:17]=[CH:18][CH:19]=[CH:20][C:15]=2[N:14]=[C:13]1[S:21][CH2:22][C:23]1[C:28]([CH3:29])=[C:27]([O:30][CH2:31][C:32]([F:35])([F:34])[F:33])[CH:26]=[CH:25][N:24]=1)[CH3:11])[O:2][CH:3]1[CH2:8][O:7][CH2:6][O:5][CH2:4]1.[O:37]1CCCC1.ClC1C=C(C=CC=1)C(OO)=O.C(OCC)(=O)C, predict the reaction product. The product is: [C:1](=[O:36])([O:9][CH:10]([N:12]1[C:16]2[CH:17]=[CH:18][CH:19]=[CH:20][C:15]=2[N:14]=[C:13]1[S:21]([CH2:22][C:23]1[C:28]([CH3:29])=[C:27]([O:30][CH2:31][C:32]([F:35])([F:34])[F:33])[CH:26]=[CH:25][N:24]=1)=[O:37])[CH3:11])[O:2][CH:3]1[CH2:8][O:7][CH2:6][O:5][CH2:4]1. (6) Given the reactants [CH3:1][N:2]([CH3:34])[C:3]1[N:4]=[C:5]2[N:20]=[C:18]([N:19]=1)[NH:17][NH:16][C:15](=[O:21])[C@@H:14]([CH2:22][N:23]([O:26]CC1C=CC=CC=1)[CH:24]=[O:25])[CH2:13][CH2:12][CH2:11][CH2:10][CH:9]=[CH:8][CH2:7][CH2:6]2, predict the reaction product. The product is: [CH3:1][N:2]([CH3:34])[C:3]1[N:4]=[C:5]2[N:20]=[C:18]([N:19]=1)[NH:17][NH:16][C:15](=[O:21])[C@@H:14]([CH2:22][N:23]([OH:26])[CH:24]=[O:25])[CH2:13][CH2:12][CH2:11][CH2:10][CH2:9][CH2:8][CH2:7][CH2:6]2. (7) The product is: [OH:9][CH2:8][C:2]1([NH:1][C:26](=[O:27])[CH2:25][C:22]2[CH:23]=[CH:24][C:19]([O:18][CH3:17])=[CH:20][CH:21]=2)[CH2:7][CH2:6][CH2:5][CH2:4][CH2:3]1. Given the reactants [NH2:1][C:2]1([CH2:8][OH:9])[CH2:7][CH2:6][CH2:5][CH2:4][CH2:3]1.CCN(CC)CC.[CH3:17][O:18][C:19]1[CH:24]=[CH:23][C:22]([CH2:25][C:26](Cl)=[O:27])=[CH:21][CH:20]=1, predict the reaction product. (8) Given the reactants [H-].[H-].[H-].[H-].[Li+].[Al+3].[N:7]1[CH:12]=[CH:11][CH:10]=[C:9]([C:13]2([NH:23][C:24](=O)OC)[CH2:22][CH2:21][C:16]3([O:20][CH2:19][CH2:18][O:17]3)[CH2:15][CH2:14]2)[CH:8]=1, predict the reaction product. The product is: [CH3:24][NH:23][C:13]1([C:9]2[CH:8]=[N:7][CH:12]=[CH:11][CH:10]=2)[CH2:22][CH2:21][C:16]2([O:17][CH2:18][CH2:19][O:20]2)[CH2:15][CH2:14]1.